From a dataset of Peptide-MHC class I binding affinity with 185,985 pairs from IEDB/IMGT. Regression. Given a peptide amino acid sequence and an MHC pseudo amino acid sequence, predict their binding affinity value. This is MHC class I binding data. (1) The peptide sequence is AELTGYGTV. The MHC is HLA-B44:02 with pseudo-sequence HLA-B44:02. The binding affinity (normalized) is 0.0847. (2) The peptide sequence is LTDRELLLL. The MHC is HLA-A02:11 with pseudo-sequence HLA-A02:11. The binding affinity (normalized) is 0.0847. (3) The peptide sequence is GQGGSPTAM. The MHC is HLA-A31:01 with pseudo-sequence HLA-A31:01. The binding affinity (normalized) is 0. (4) The peptide sequence is STYQFSLMQ. The MHC is HLA-A68:02 with pseudo-sequence HLA-A68:02. The binding affinity (normalized) is 0.0847. (5) The peptide sequence is KVPYFVRV. The MHC is Mamu-A01 with pseudo-sequence Mamu-A01. The binding affinity (normalized) is 0.510. (6) The peptide sequence is IIMEEGNSI. The MHC is HLA-A31:01 with pseudo-sequence HLA-A31:01. The binding affinity (normalized) is 0.0847. (7) The peptide sequence is VQVLAIEPGK. The MHC is HLA-A30:01 with pseudo-sequence HLA-A30:01. The binding affinity (normalized) is 0.239. (8) The peptide sequence is KWDLLKYDF. The MHC is HLA-A29:02 with pseudo-sequence HLA-A29:02. The binding affinity (normalized) is 0.852. (9) The peptide sequence is EGGVGWRHW. The MHC is HLA-A02:01 with pseudo-sequence HLA-A02:01. The binding affinity (normalized) is 0. (10) The peptide sequence is YQPDTGNYI. The MHC is HLA-A24:02 with pseudo-sequence HLA-A24:02. The binding affinity (normalized) is 0.208.